From a dataset of Peptide-MHC class I binding affinity with 185,985 pairs from IEDB/IMGT. Regression. Given a peptide amino acid sequence and an MHC pseudo amino acid sequence, predict their binding affinity value. This is MHC class I binding data. (1) The peptide sequence is KVSWRWMVY. The MHC is HLA-A02:16 with pseudo-sequence HLA-A02:16. The binding affinity (normalized) is 0.0847. (2) The peptide sequence is PQIGGEAIFL. The MHC is HLA-A68:02 with pseudo-sequence HLA-A68:02. The binding affinity (normalized) is 0. (3) The peptide sequence is FGAQHSTTL. The MHC is HLA-A24:02 with pseudo-sequence HLA-A24:02. The binding affinity (normalized) is 0. (4) The peptide sequence is GMEAQFLYL. The MHC is HLA-A02:03 with pseudo-sequence HLA-A02:03. The binding affinity (normalized) is 0.495. (5) The peptide sequence is LTFLDCLYY. The MHC is HLA-A26:03 with pseudo-sequence HLA-A26:03. The binding affinity (normalized) is 0.0847. (6) The peptide sequence is FLYNRPLNS. The MHC is HLA-A02:03 with pseudo-sequence HLA-A02:03. The binding affinity (normalized) is 0.927. (7) The binding affinity (normalized) is 0.0847. The MHC is HLA-B08:02 with pseudo-sequence HLA-B08:02. The peptide sequence is ETQTGMHAH. (8) The peptide sequence is LPESLETLML. The MHC is HLA-B35:01 with pseudo-sequence HLA-B35:01. The binding affinity (normalized) is 0.404.